Dataset: Full USPTO retrosynthesis dataset with 1.9M reactions from patents (1976-2016). Task: Predict the reactants needed to synthesize the given product. Given the product [N:14]1[CH:13]=[C:12]([C:10]2[C:9]3[CH2:8][CH2:7][CH2:6][CH2:5][C:4]=3[N:3]=[C:2]([O:18][CH2:19][C:20]3[CH:27]=[CH:26][C:23]([C:24]#[N:25])=[CH:22][CH:21]=3)[CH:11]=2)[CH:17]=[N:16][CH:15]=1, predict the reactants needed to synthesize it. The reactants are: Cl[C:2]1[CH:11]=[C:10]([C:12]2[CH:13]=[N:14][CH:15]=[N:16][CH:17]=2)[C:9]2[CH2:8][CH2:7][CH2:6][CH2:5][C:4]=2[N:3]=1.[OH:18][CH2:19][C:20]1[CH:27]=[CH:26][C:23]([C:24]#[N:25])=[CH:22][CH:21]=1.O(C(C)(C)C)[Na].